From a dataset of Forward reaction prediction with 1.9M reactions from USPTO patents (1976-2016). Predict the product of the given reaction. (1) Given the reactants C([O:3][C:4](=[O:33])[C:5]([CH3:32])([O:7][C:8]1[CH:13]=[CH:12][C:11]([S:14][CH2:15][CH2:16][CH2:17][C:18]#[C:19][C:20]2[CH:25]=[CH:24][C:23]([O:26][C:27]([F:30])([F:29])[F:28])=[CH:22][CH:21]=2)=[CH:10][C:9]=1[CH3:31])[CH3:6])C.[Li+].[OH-], predict the reaction product. The product is: [CH3:32][C:5]([O:7][C:8]1[CH:13]=[CH:12][C:11]([S:14][CH2:15][CH2:16][CH2:17][C:18]#[C:19][C:20]2[CH:21]=[CH:22][C:23]([O:26][C:27]([F:30])([F:29])[F:28])=[CH:24][CH:25]=2)=[CH:10][C:9]=1[CH3:31])([CH3:6])[C:4]([OH:33])=[O:3]. (2) Given the reactants [CH3:1][O:2][C:3](=[O:13])[C:4]1[CH:9]=[CH:8][C:7]([C:10](=[O:12])[CH3:11])=[CH:6][CH:5]=1.[Br:14]Br, predict the reaction product. The product is: [CH3:1][O:2][C:3](=[O:13])[C:4]1[CH:9]=[CH:8][C:7]([C:10](=[O:12])[CH2:11][Br:14])=[CH:6][CH:5]=1. (3) Given the reactants [CH3:1][C:2]1[CH:7]=[CH:6][N:5]=[CH:4][C:3]=1[C:8](=[O:10])[CH3:9].[BrH:11].BrBr.C(OCC)C, predict the reaction product. The product is: [BrH:11].[Br:11][CH2:9][C:8]([C:3]1[CH:4]=[N:5][CH:6]=[CH:7][C:2]=1[CH3:1])=[O:10]. (4) Given the reactants [C:1]([O:5][C:6]([N:8]1[CH2:13][CH2:12][N:11]([C:14]([O:16][C:17]([CH3:20])([CH3:19])[CH3:18])=[O:15])[CH2:10][CH:9]1[CH:21]([C:27]1[CH:32]=[CH:31][CH:30]=[CH:29][C:28]=1[N:33]1[C:41]2[C:40](=[O:42])[N:39]([CH3:43])[C:38](=[O:44])[N:37]([CH3:45])[C:36]=2[N:35]=[CH:34]1)OC(SC)=S)=[O:7])([CH3:4])([CH3:3])[CH3:2].C([SnH](CCCC)CCCC)CCC.N(C(C)(C)C#N)=NC(C)(C)C#N, predict the reaction product. The product is: [C:1]([O:5][C:6]([N:8]1[CH2:13][CH2:12][N:11]([C:14]([O:16][C:17]([CH3:19])([CH3:18])[CH3:20])=[O:15])[CH2:10][CH:9]1[CH2:21][C:27]1[CH:32]=[CH:31][CH:30]=[CH:29][C:28]=1[N:33]1[C:41]2[C:40](=[O:42])[N:39]([CH3:43])[C:38](=[O:44])[N:37]([CH3:45])[C:36]=2[N:35]=[CH:34]1)=[O:7])([CH3:2])([CH3:3])[CH3:4]. (5) The product is: [O:58]1[C:63]2[CH:64]=[CH:65][C:66]([CH2:68][NH:69][C:22]([C:21]3[CH:20]=[N:19][N:12]4[C@H:13]([C:15]([F:16])([F:17])[F:18])[CH2:14][C@H:9]([C:6]5[CH:5]=[CH:4][C:3]([CH2:1][CH3:2])=[CH:8][CH:7]=5)[NH:10][C:11]=34)=[O:23])=[CH:67][C:62]=2[O:61][CH2:60][CH2:59]1. Given the reactants [CH2:1]([C:3]1[CH:8]=[CH:7][C:6]([C@H:9]2[CH2:14][C@@H:13]([C:15]([F:18])([F:17])[F:16])[N:12]3[N:19]=[CH:20][C:21]([C:22](O)=[O:23])=[C:11]3[NH:10]2)=[CH:5][CH:4]=1)[CH3:2].CN(C(ON1N=NC2C=CC=NC1=2)=[N+](C)C)C.F[P-](F)(F)(F)(F)F.C(N(CC)C(C)C)(C)C.[O:58]1[C:63]2[CH:64]=[CH:65][C:66]([CH2:68][NH2:69])=[CH:67][C:62]=2[O:61][CH2:60][CH2:59]1, predict the reaction product. (6) The product is: [CH3:37][C:35]1[N:36]=[C:31]([NH:1][C:2]2[S:3][C:4]3[C:9]([N:10]=2)=[CH:8][CH:7]=[C:6]([C:11]2[CH:12]=[C:13]([CH:27]=[CH:28][CH:29]=2)[C:14]([NH:16][C:17]2[CH:22]=[CH:21][CH:20]=[C:19]([C:23]([F:26])([F:25])[F:24])[CH:18]=2)=[O:15])[N:5]=3)[CH:32]=[C:33]([N:38]2[CH2:39][CH2:40][NH:41][CH2:42][CH2:43]2)[N:34]=1.[C:101]([OH:103])([C:100]([F:105])([F:104])[F:99])=[O:102]. Given the reactants [NH2:1][C:2]1[S:3][C:4]2[C:9]([N:10]=1)=[CH:8][CH:7]=[C:6]([C:11]1[CH:12]=[C:13]([CH:27]=[CH:28][CH:29]=1)[C:14]([NH:16][C:17]1[CH:22]=[CH:21][CH:20]=[C:19]([C:23]([F:26])([F:25])[F:24])[CH:18]=1)=[O:15])[N:5]=2.Cl[C:31]1[N:36]=[C:35]([CH3:37])[N:34]=[C:33]([N:38]2[CH2:43][CH2:42][N:41](C(OC(C)(C)C)=O)[CH2:40][CH2:39]2)[CH:32]=1.C([O-])([O-])=O.[K+].[K+].CC1(C)C2C=CC=C(P(C3C=CC=CC=3)C3C=CC=CC=3)C=2OC2C1=CC=CC=2P(C1C=CC=CC=1)C1C=CC=CC=1.[F:99][C:100]([F:105])([F:104])[C:101]([OH:103])=[O:102], predict the reaction product. (7) Given the reactants [CH3:1][O:2][C:3]1[CH:14]=[CH:13][C:6]2[CH2:7][CH2:8][CH2:9][CH:10]([NH2:12])[CH2:11][C:5]=2[CH:4]=1.[CH2:15]([O:22][C:23]1[CH:28]=[CH:27][C:26]([C@@H:29]([O:32][Si](CC)(CC)CC)[CH2:30]I)=[CH:25][C:24]=1[NH:40][S:41]([CH3:44])(=[O:43])=[O:42])[C:16]1[CH:21]=[CH:20][CH:19]=[CH:18][CH:17]=1.C(N(CC)C(C)C)(C)C.S([O-])(O)=O.[Na+], predict the reaction product. The product is: [CH2:15]([O:22][C:23]1[CH:28]=[CH:27][C:26]([C@@H:29]([OH:32])[CH2:30][NH:12][CH:10]2[CH2:9][CH2:8][CH2:7][C:6]3[CH:13]=[CH:14][C:3]([O:2][CH3:1])=[CH:4][C:5]=3[CH2:11]2)=[CH:25][C:24]=1[NH:40][S:41]([CH3:44])(=[O:42])=[O:43])[C:16]1[CH:17]=[CH:18][CH:19]=[CH:20][CH:21]=1.